Dataset: Full USPTO retrosynthesis dataset with 1.9M reactions from patents (1976-2016). Task: Predict the reactants needed to synthesize the given product. (1) Given the product [CH3:1][O:2][C:3]1[C:4](/[CH:9]=[N:17]/[S@:15]([C:12]([CH3:14])([CH3:13])[CH3:11])=[O:16])=[N:5][CH:6]=[CH:7][CH:8]=1, predict the reactants needed to synthesize it. The reactants are: [CH3:1][O:2][C:3]1[C:4]([CH:9]=O)=[N:5][CH:6]=[CH:7][CH:8]=1.[CH3:11][C:12]([S@@:15]([NH2:17])=[O:16])([CH3:14])[CH3:13]. (2) Given the product [Br:18][C:19]1[C:20](=[O:36])[N:21]([CH2:8][C@H:7]([NH:10][C:11]([O:12][C:13]([CH3:16])([CH3:15])[CH3:14])=[O:17])[CH:1]2[CH2:6][CH2:5][CH2:4][CH2:3][CH2:2]2)[C:22](=[O:35])[N:23]([CH2:26][C:27]2[C:28]([F:34])=[CH:29][CH:30]=[CH:31][C:32]=2[F:33])[C:24]=1[CH3:25], predict the reactants needed to synthesize it. The reactants are: [CH:1]1([CH:7]([NH:10][C:11](=[O:17])[O:12][C:13]([CH3:16])([CH3:15])[CH3:14])[CH2:8]O)[CH2:6][CH2:5][CH2:4][CH2:3][CH2:2]1.[Br:18][C:19]1[C:20](=[O:36])[NH:21][C:22](=[O:35])[N:23]([CH2:26][C:27]2[C:32]([F:33])=[CH:31][CH:30]=[CH:29][C:28]=2[F:34])[C:24]=1[CH3:25].C1(P(C2C=CC=CC=2)C2C=CC=CC=2)C=CC=CC=1.CC(OC(/N=N/C(OC(C)(C)C)=O)=O)(C)C. (3) The reactants are: [CH2:1]([N:6]1[C:14]2[N:13]=[CH:12][NH:11][C:10]=2[C:9](=[O:15])[N:8]2[C:16]([CH2:19][CH2:20][CH2:21][N:22]3[CH:26]=[C:25]([C:27]4[CH:32]=[CH:31][CH:30]=[CH:29][CH:28]=4)[CH:24]=[N:23]3)=[N:17][N:18]=[C:7]12)[CH2:2][CH2:3][CH2:4][CH3:5].[Br:33]N1C(=O)CCC1=O. Given the product [Br:33][C:12]1[NH:11][C:10]2[C:9](=[O:15])[N:8]3[C:16]([CH2:19][CH2:20][CH2:21][N:22]4[CH:26]=[C:25]([C:27]5[CH:32]=[CH:31][CH:30]=[CH:29][CH:28]=5)[CH:24]=[N:23]4)=[N:17][N:18]=[C:7]3[N:6]([CH2:1][CH2:2][CH2:3][CH2:4][CH3:5])[C:14]=2[N:13]=1, predict the reactants needed to synthesize it. (4) Given the product [C:24]([C:28]1[CH:29]=[CH:30][C:31]([C:32]([NH:23][C:22]2[C:13]([Cl:12])=[N:14][C:15]3[C:20]([CH:21]=2)=[CH:19][CH:18]=[CH:17][CH:16]=3)=[O:33])=[CH:36][CH:37]=1)([CH3:27])([CH3:25])[CH3:26], predict the reactants needed to synthesize it. The reactants are: C[Al](C)C.C1(C)C=CC=CC=1.[Cl:12][C:13]1[C:22]([NH2:23])=[CH:21][C:20]2[C:15](=[CH:16][CH:17]=[CH:18][CH:19]=2)[N:14]=1.[C:24]([C:28]1[CH:37]=[CH:36][C:31]([C:32](OC)=[O:33])=[CH:30][CH:29]=1)([CH3:27])([CH3:26])[CH3:25].